From a dataset of Catalyst prediction with 721,799 reactions and 888 catalyst types from USPTO. Predict which catalyst facilitates the given reaction. Reactant: [N:1]1[CH:6]=[CH:5][CH:4]=[CH:3][CH:2]=1.[Br:7][C:8]1[CH:9]=[C:10]2[C:14](=[CH:15][CH:16]=1)[N:13]([CH3:17])[C:12](=[O:18])[C:11]2=[O:19].FC(F)(F)S(O[C:26]1[CH:31]=[CH:30][CH:29]=[CH:28][C:27]=1[Si](C)(C)C)(=O)=O.[F-].[K+].O1CCOCCOCCOCCOCCOCC1. Product: [Br:7][C:8]1[CH:9]=[C:10]2[C:14](=[CH:15][CH:16]=1)[N:13]([CH3:17])[C:12](=[O:18])[C:11]2([O:19][C:26]1[CH:31]=[CH:30][CH:29]=[CH:28][CH:27]=1)[C:2]1[CH:3]=[CH:4][CH:5]=[CH:6][N:1]=1. The catalyst class is: 1.